This data is from Forward reaction prediction with 1.9M reactions from USPTO patents (1976-2016). The task is: Predict the product of the given reaction. (1) Given the reactants CC1[N:3]([C:8]2[CH:12]=[C:11]([I:13])[N:10]([C:14]3[CH:19]=[CH:18][CH:17]=[CH:16][CH:15]=3)[N:9]=2)C(C)=CC=1.[Cl-].O[NH3+].C(N(CC)CC)C, predict the reaction product. The product is: [I:13][C:11]1[N:10]([C:14]2[CH:19]=[CH:18][CH:17]=[CH:16][CH:15]=2)[N:9]=[C:8]([NH2:3])[CH:12]=1. (2) Given the reactants O.[OH-].[Li+].[CH3:4][C:5]1[N:10]=[CH:9][C:8]([N:11]2[C:15]([C:16]3[CH:20]=[CH:19][N:18]([CH3:21])[CH:17]=3)=[CH:14][C:13]([C:22]([O:24]C)=[O:23])=[N:12]2)=[CH:7][CH:6]=1, predict the reaction product. The product is: [CH3:4][C:5]1[N:10]=[CH:9][C:8]([N:11]2[C:15]([C:16]3[CH:20]=[CH:19][N:18]([CH3:21])[CH:17]=3)=[CH:14][C:13]([C:22]([OH:24])=[O:23])=[N:12]2)=[CH:7][CH:6]=1. (3) Given the reactants C[O:2][C:3]([C:5]1[CH:35]=[CH:34][C:8]([CH2:9][NH:10][C:11]2[N:16]=[C:15]([O:17][CH2:18][C:19]([F:22])([F:21])[F:20])[N:14]=[C:13]([NH:23][C:24]3[CH:33]=[CH:32][C:27]([C:28]([O:30]C)=[O:29])=[CH:26][CH:25]=3)[N:12]=2)=[CH:7][CH:6]=1)=[O:4].C([O-])([O-])=O.[K+].[K+].O.Cl, predict the reaction product. The product is: [C:3]([C:5]1[CH:6]=[CH:7][C:8]([CH2:9][NH:10][C:11]2[N:16]=[C:15]([O:17][CH2:18][C:19]([F:20])([F:21])[F:22])[N:14]=[C:13]([NH:23][C:24]3[CH:25]=[CH:26][C:27]([C:28]([OH:30])=[O:29])=[CH:32][CH:33]=3)[N:12]=2)=[CH:34][CH:35]=1)([OH:4])=[O:2]. (4) Given the reactants [CH2:1]([O:11][CH2:12][C:13]1[N:17]2[C:18]3[C:23]([CH:24]=[CH:25][C:16]2=[CH:15][CH:14]=1)=[CH:22][CH:21]=[CH:20][CH:19]=3)[CH2:2][CH2:3]CCCCCCC.C[Si](C)(C)[C:28]#[C:29]/[CH:30]=[CH:31]\C1C=CC2C(=CC=CC=2)N=1.[F-].[Cs+].C(O)C1C=CC=CC=1, predict the reaction product. The product is: [CH2:1]([O:11][CH2:12][C:13]1[N:17]2[C:18]3[C:23]([CH:24]=[CH:25][C:16]2=[CH:15][CH:14]=1)=[CH:22][CH:21]=[CH:20][CH:19]=3)[C:2]1[CH:31]=[CH:30][CH:29]=[CH:28][CH:3]=1.